Dataset: Full USPTO retrosynthesis dataset with 1.9M reactions from patents (1976-2016). Task: Predict the reactants needed to synthesize the given product. (1) Given the product [C:6]([C:5]1[CH:8]=[CH:9][C:2]([NH:1][C:18](=[O:19])[C:20]([F:23])([F:22])[F:21])=[C:3]([CH3:10])[CH:4]=1)#[N:7], predict the reactants needed to synthesize it. The reactants are: [NH2:1][C:2]1[CH:9]=[CH:8][C:5]([C:6]#[N:7])=[CH:4][C:3]=1[CH3:10].CCN(CC)CC.[C:18](O[C:18]([C:20]([F:23])([F:22])[F:21])=[O:19])([C:20]([F:23])([F:22])[F:21])=[O:19].Cl. (2) Given the product [Cl:36][C:37]1[CH:42]=[C:41]([C:43]2[CH:48]=[CH:47][CH:46]=[CH:45][CH:44]=2)[N:40]=[C:39]([NH:49][C:16](=[O:18])[CH2:15][CH2:14][C:13]([C:6]2[CH:7]=[CH:8][C:9]([O:10][CH2:11][CH3:12])=[C:4]([O:3][CH2:1][CH3:2])[CH:5]=2)=[O:21])[CH:38]=1, predict the reactants needed to synthesize it. The reactants are: [CH2:1]([O:3][C:4]1[CH:5]=[C:6]([C:13]([O:21]C)(OC)[CH2:14][CH2:15][C:16]([O-:18])=O)[CH:7]=[CH:8][C:9]=1[O:10][CH2:11][CH3:12])[CH3:2].[K+].ClC1C=C(Cl)C=C(Cl)C=1C(Cl)=O.[Cl:36][C:37]1[CH:42]=[C:41]([C:43]2[CH:48]=[CH:47][CH:46]=[CH:45][CH:44]=2)[N:40]=[C:39]([NH2:49])[CH:38]=1.Cl. (3) Given the product [CH2:25]([O:32][C:33]1[C:42]2[C:37](=[CH:38][CH:39]=[CH:40][CH:41]=2)[CH:36]=[C:35]([CH2:43][O:1][CH:2]2[CH:7]([C:8]3[CH:13]=[CH:12][CH:11]=[C:10]([C:14]([O:16][CH3:17])=[O:15])[CH:9]=3)[CH2:6][CH2:5][N:4]([C:18]([O:20][C:21]([CH3:24])([CH3:23])[CH3:22])=[O:19])[CH2:3]2)[CH:34]=1)[C:26]1[CH:27]=[CH:28][CH:29]=[CH:30][CH:31]=1, predict the reactants needed to synthesize it. The reactants are: [OH:1][CH:2]1[CH:7]([C:8]2[CH:13]=[CH:12][CH:11]=[C:10]([C:14]([O:16][CH3:17])=[O:15])[CH:9]=2)[CH2:6][CH2:5][N:4]([C:18]([O:20][C:21]([CH3:24])([CH3:23])[CH3:22])=[O:19])[CH2:3]1.[CH2:25]([O:32][C:33]1[C:42]2[C:37](=[CH:38][CH:39]=[CH:40][CH:41]=2)[CH:36]=[C:35]([CH2:43]Cl)[CH:34]=1)[C:26]1[CH:31]=[CH:30][CH:29]=[CH:28][CH:27]=1. (4) Given the product [C:32]([O:35][C:36]1[CH:41]=[CH:40][C:39]([CH2:42][N:6]2[C:5]3[CH:7]=[C:8]([O:12][CH2:13][CH2:14][CH2:15][C:16]([O:18][CH2:19][CH3:20])=[O:17])[CH:9]=[C:10]([CH3:11])[C:4]=3[N:3]=[C:2]2[CH3:1])=[C:38]([Cl:44])[CH:37]=1)(=[O:34])[CH3:33], predict the reactants needed to synthesize it. The reactants are: [CH3:1][C:2]1[NH:6][C:5]2[CH:7]=[C:8]([O:12][CH2:13][CH2:14][CH2:15][C:16]([O:18][CH2:19][CH3:20])=[O:17])[CH:9]=[C:10]([CH3:11])[C:4]=2[N:3]=1.C([O-])([O-])=O.[K+].[K+].CN(C=O)C.[C:32]([O:35][C:36]1[CH:41]=[CH:40][C:39]([CH2:42]Br)=[C:38]([Cl:44])[CH:37]=1)(=[O:34])[CH3:33]. (5) Given the product [Cl-:6].[CH3:1][O:2][C:3]1[CH:10]=[CH:9][C:8]([O:11][CH3:12])=[CH:7][C:4]=1[CH2:5][Zn+:13], predict the reactants needed to synthesize it. The reactants are: [CH3:1][O:2][C:3]1[CH:10]=[CH:9][C:8]([O:11][CH3:12])=[CH:7][C:4]=1[CH2:5][Cl:6].[Zn:13].NC1C=CC(I)=CC=1C#N.